From a dataset of Full USPTO retrosynthesis dataset with 1.9M reactions from patents (1976-2016). Predict the reactants needed to synthesize the given product. (1) Given the product [NH2:27][C:2]1[C:3]2[C:10]([C:11]([C:13]3[CH:18]=[CH:17][CH:16]=[C:15]([N+:19]([O-:21])=[O:20])[CH:14]=3)=[O:12])=[CH:9][N:8]([CH:22]3[CH2:26][CH2:25][CH2:24][CH2:23]3)[C:4]=2[N:5]=[CH:6][N:7]=1, predict the reactants needed to synthesize it. The reactants are: Cl[C:2]1[C:3]2[C:10]([C:11]([C:13]3[CH:18]=[CH:17][CH:16]=[C:15]([N+:19]([O-:21])=[O:20])[CH:14]=3)=[O:12])=[CH:9][N:8]([CH:22]3[CH2:26][CH2:25][CH2:24][CH2:23]3)[C:4]=2[N:5]=[CH:6][N:7]=1.[NH4+:27].[OH-]. (2) Given the product [CH3:14][S:15]([O:13][CH2:12][CH2:11]/[CH:10]=[CH:9]/[C:4]1[CH:5]=[CH:6][C:7]([Cl:8])=[C:2]([Cl:1])[CH:3]=1)(=[O:17])=[O:16], predict the reactants needed to synthesize it. The reactants are: [Cl:1][C:2]1[CH:3]=[C:4](/[CH:9]=[CH:10]/[CH2:11][CH2:12][OH:13])[CH:5]=[CH:6][C:7]=1[Cl:8].[CH3:14][S:15](Cl)(=[O:17])=[O:16]. (3) Given the product [C:1]([C:5]1[CH:6]=[C:7]2[C:12](=[C:13]([F:15])[CH:14]=1)[C:11](=[O:16])[N:10]([C:17]1[C:22]3[CH2:23][C:24](=[O:55])[CH2:25][C:26]4[C:31]([C:21]=3[CH:20]=[CH:19][CH:18]=1)=[CH:30][CH:29]=[C:28]([O:32][CH3:33])[N:27]=4)[N:9]=[CH:8]2)([CH3:4])([CH3:3])[CH3:2], predict the reactants needed to synthesize it. The reactants are: [C:1]([C:5]1[CH:6]=[C:7]2[C:12](=[C:13]([F:15])[CH:14]=1)[C:11](=[O:16])[N:10]([C:17]1[C:22]3[CH2:23][C:24]([N+]#[C-])(S(C4C=CC(C)=CC=4)(=O)=O)[CH2:25][C:26]4[C:31]([C:21]=3[CH:20]=[CH:19][CH:18]=1)=[CH:30][CH:29]=[C:28]([O:32][CH3:33])[N:27]=4)[N:9]=[CH:8]2)([CH3:4])([CH3:3])[CH3:2].Cl.CCCCCC.C(OCC)(=[O:55])C.C(=O)(O)[O-].[Na+]. (4) Given the product [CH2:30]([C:11]1[CH:10]=[C:9]([OH:8])[CH:29]=[CH:28][C:12]=1[O:13][CH2:14][CH2:15][C:16]1[N:17]=[C:18]([C:22]2[CH:27]=[CH:26][C:25]([C:9]3[CH:29]=[CH:28][CH:12]=[CH:11][CH:10]=3)=[CH:24][CH:23]=2)[O:19][C:20]=1[CH3:21])[CH2:31][CH3:32], predict the reactants needed to synthesize it. The reactants are: C([O:8][C:9]1[CH:29]=[CH:28][C:12]([O:13][CH2:14][CH2:15][C:16]2[N:17]=[C:18]([C:22]3[CH:27]=[CH:26][CH:25]=[CH:24][CH:23]=3)[O:19][C:20]=2[CH3:21])=[C:11]([CH2:30][CH2:31][CH3:32])[CH:10]=1)C1C=CC=CC=1.[H][H]. (5) The reactants are: [F:1][C:2]1[CH:3]=[C:4]([CH:6]=[CH:7][C:8]=1[CH:9]1[CH2:15][NH:14][CH2:13][CH2:12][CH2:11][N:10]1[C:16]([O:18][C:19]([CH3:22])([CH3:21])[CH3:20])=[O:17])[NH2:5].C(=O)(O)[O-].[Na+].[CH2:28]([O:35][C:36](Cl)=[O:37])[C:29]1[CH:34]=[CH:33][CH:32]=[CH:31][CH:30]=1. Given the product [CH2:28]([O:35][C:36]([NH:5][C:4]1[CH:6]=[CH:7][C:8]([CH:9]2[CH2:15][NH:14][CH2:13][CH2:12][CH2:11][N:10]2[C:16]([O:18][C:19]([CH3:22])([CH3:21])[CH3:20])=[O:17])=[C:2]([F:1])[CH:3]=1)=[O:37])[C:29]1[CH:34]=[CH:33][CH:32]=[CH:31][CH:30]=1, predict the reactants needed to synthesize it. (6) Given the product [C:3]([O:14][C:11](=[O:12])[NH:33][C:26]1[CH:27]=[CH:28][C:29]([C:2]2[CH:10]=[CH:9][N:8]=[C:7]3[NH:6][CH:5]=[CH:4][C:3]=23)=[CH:24][CH:25]=1)([CH3:7])([CH3:4])[CH3:2], predict the reactants needed to synthesize it. The reactants are: Cl[C:2]1[CH:10]=[CH:9][N:8]=[C:7]2[C:3]=1[CH:4]=[CH:5][NH:6]2.[C:11]([O-:14])([O-])=[O:12].[K+].[K+].C([C:24]1[CH:29]=[CH:28][C:27](B(O)O)=[C:26]([NH2:33])[CH:25]=1)(OC(C)(C)C)=O.